Dataset: Reaction yield outcomes from USPTO patents with 853,638 reactions. Task: Predict the reaction yield, written as a fraction of the theoretical maximum amount of product (1.0 means a 100% yield; for example, 0.34 means a 34% yield). The reactants are Cl.[NH:2]1[C:10]2[C:5](=[CH:6][C:7]([NH:11][NH2:12])=[CH:8][CH:9]=2)[CH:4]=[N:3]1.[CH3:13][C:14]([CH3:21])([CH3:20])[C:15](=O)[CH2:16][C:17]#[N:18]. The catalyst is CCO. The yield is 0.600. The product is [C:14]([C:15]1[CH:16]=[C:17]([NH2:18])[N:11]([C:7]2[CH:6]=[C:5]3[C:10](=[CH:9][CH:8]=2)[NH:2][N:3]=[CH:4]3)[N:12]=1)([CH3:21])([CH3:20])[CH3:13].